The task is: Predict the product of the given reaction.. This data is from Forward reaction prediction with 1.9M reactions from USPTO patents (1976-2016). (1) Given the reactants C(OC([N:8]1[CH2:24][CH2:23][C@@H:11]2[N:12]([CH3:22])[C:13]3[C:14]([C:20]#[N:21])=[CH:15][C:16](Br)=[CH:17][C:18]=3[C@@H:10]2[CH2:9]1)=O)(C)(C)C.[Br-].[CH3:26][CH:27]([CH3:31])[CH2:28][CH2:29][Zn+], predict the reaction product. The product is: [CH3:22][N:12]1[C:13]2[C:18](=[CH:17][C:16]([CH2:29][CH2:28][CH:27]([CH3:31])[CH3:26])=[CH:15][C:14]=2[C:20]#[N:21])[C@@H:10]2[CH2:9][NH:8][CH2:24][CH2:23][C@H:11]12. (2) Given the reactants C([Li])CCC.[Si:6]([O:13][CH2:14][CH:15]([C:17]1[CH:18]=[CH:19][C:20]([F:23])=[N:21][CH:22]=1)[CH3:16])([C:9]([CH3:12])([CH3:11])[CH3:10])([CH3:8])[CH3:7].[B:24](OC(C)C)([O:29]C(C)C)[O:25]C(C)C, predict the reaction product. The product is: [Si:6]([O:13][CH2:14][CH:15]([C:17]1[CH:18]=[C:19]([B:24]([OH:29])[OH:25])[C:20]([F:23])=[N:21][CH:22]=1)[CH3:16])([C:9]([CH3:12])([CH3:10])[CH3:11])([CH3:8])[CH3:7].